Task: Regression. Given a peptide amino acid sequence and an MHC pseudo amino acid sequence, predict their binding affinity value. This is MHC class I binding data.. Dataset: Peptide-MHC class I binding affinity with 185,985 pairs from IEDB/IMGT The peptide sequence is SEMAEALKG. The MHC is HLA-B44:02 with pseudo-sequence HLA-B44:02. The binding affinity (normalized) is 0.753.